This data is from Forward reaction prediction with 1.9M reactions from USPTO patents (1976-2016). The task is: Predict the product of the given reaction. (1) The product is: [S:14]1[CH:15]=[CH:16][C:17]2[C:9]([N:6]3[CH2:5][CH2:4][N:3]([CH:1]=[O:2])[CH2:8][CH2:7]3)=[CH:10][CH:11]=[CH:12][C:13]1=2. Given the reactants [CH:1]([N:3]1[CH2:8][CH2:7][N:6]([C:9]2[C:17]3[CH:16]=[C:15](C(O)=O)[S:14][C:13]=3[CH:12]=[CH:11][CH:10]=2)[CH2:5][CH2:4]1)=[O:2], predict the reaction product. (2) The product is: [CH:18]1([C:24]2[N:32]3[C:27]([C:5]([NH2:1])=[N:4][CH:3]=[N:2]3)=[C:26]([I:33])[N:25]=2)[CH2:19][CH2:20][CH2:21][CH2:22][CH2:23]1. Given the reactants [NH:1]1[CH:5]=[N:4][CH:3]=[N:2]1.P(Cl)(Cl)(Cl)=O.C(N(CC)CC)C.[CH:18]1([C:24]2[N:32]3[C:27](C=NC=N3)=[C:26]([I:33])[N:25]=2)[CH2:23][CH2:22][CH2:21][CH2:20][CH2:19]1, predict the reaction product. (3) Given the reactants O.[C:2]12([CH2:12][C:13]([NH:15][C:16]3[CH:25]=[CH:24][CH:23]=[C:22]4[C:17]=3[CH:18]=[CH:19][C:20]([O:26][CH2:27][CH2:28][N:29](CC3C=CC=CC=3)[CH2:30][CH2:31][OH:32])=[N:21]4)=[O:14])[CH2:11][CH:6]3[CH2:7][CH:8]([CH2:10][CH:4]([CH2:5]3)[CH2:3]1)[CH2:9]2.[H][H].Cl, predict the reaction product. The product is: [C:2]12([CH2:12][C:13]([NH:15][C:16]3[CH:25]=[CH:24][CH:23]=[C:22]4[C:17]=3[CH:18]=[CH:19][C:20]([O:26][CH2:27][CH2:28][NH:29][CH2:30][CH2:31][OH:32])=[N:21]4)=[O:14])[CH2:11][CH:6]3[CH2:5][CH:4]([CH2:10][CH:8]([CH2:7]3)[CH2:9]1)[CH2:3]2. (4) The product is: [C:1]([C:3]1[C:11]2[C:6](=[CH:7][CH:8]=[C:9]([CH2:12][CH2:13][N:15]=[N+:16]=[N-:17])[CH:10]=2)[NH:5][CH:4]=1)#[N:2]. Given the reactants [C:1]([C:3]1[C:11]2[C:6](=[CH:7][CH:8]=[C:9]([CH2:12][CH2:13]Cl)[CH:10]=2)[NH:5][CH:4]=1)#[N:2].[N-:15]=[N+:16]=[N-:17].[Na+], predict the reaction product. (5) The product is: [CH2:15]([O:17][C:18]([C:20]1([NH:31][C:7](=[O:9])[C:6]2[CH:10]=[CH:11][CH:12]=[C:13]([CH3:14])[C:5]=2[O:4][CH:1]([CH3:2])[CH3:3])[CH2:28][C:27]2[C:22](=[CH:23][CH:24]=[C:25]([C:29]#[N:30])[CH:26]=2)[CH2:21]1)=[O:19])[CH3:16]. Given the reactants [CH:1]([O:4][C:5]1[C:13]([CH3:14])=[CH:12][CH:11]=[CH:10][C:6]=1[C:7]([OH:9])=O)([CH3:3])[CH3:2].[CH2:15]([O:17][C:18]([C:20]1([NH2:31])[CH2:28][C:27]2[C:22](=[CH:23][CH:24]=[C:25]([C:29]#[N:30])[CH:26]=2)[CH2:21]1)=[O:19])[CH3:16].CN(C(ON1N=NC2C=CC=NC1=2)=[N+](C)C)C.F[P-](F)(F)(F)(F)F.CCN(C(C)C)C(C)C, predict the reaction product. (6) The product is: [CH2:19]([O:21][C:22]1[CH:23]=[C:24]([CH:27]=[C:28]([O:31][CH2:32][CH3:33])[C:29]=1[F:30])[CH2:25][N:16]1[CH2:17][CH2:18][CH:13]([NH:12][C:9]2[O:10][C:11]3[C:3]([O:2][CH3:1])=[CH:4][CH:5]=[CH:6][C:7]=3[N:8]=2)[CH2:14][CH2:15]1)[CH3:20]. Given the reactants [CH3:1][O:2][C:3]1[C:11]2[O:10][C:9]([NH:12][CH:13]3[CH2:18][CH2:17][NH:16][CH2:15][CH2:14]3)=[N:8][C:7]=2[CH:6]=[CH:5][CH:4]=1.[CH2:19]([O:21][C:22]1[CH:23]=[C:24]([CH:27]=[C:28]([O:31][CH2:32][CH3:33])[C:29]=1[F:30])[CH:25]=O)[CH3:20].C([BH3-])#N.[Na+].C(N(C(C)C)C(C)C)C, predict the reaction product. (7) Given the reactants Cl[C:2]1[N:7]=[C:6]([NH:8]C2C=CC3OCCOC=3C=2)[C:5]([F:19])=[CH:4][N:3]=1.[NH2:20][N:21]1[CH:25]=[CH:24][CH:23]=[CH:22]1, predict the reaction product. The product is: [F:19][C:5]1[C:6]([NH2:8])=[N:7][C:2]([NH:20][N:21]2[CH:25]=[CH:24][CH:23]=[CH:22]2)=[N:3][CH:4]=1. (8) Given the reactants [CH2:1]([S:3][C:4]1[C:5]([C:10]2[N:14]([CH3:15])[C:13]3[CH:16]=[CH:17][C:18](I)=[CH:19][C:12]=3[N:11]=2)=[N:6][CH:7]=[CH:8][CH:9]=1)[CH3:2].[F:21][C:22]([F:30])([F:29])[C:23]([F:28])([F:27])C([O-])=O.[Na+].C(=O)([O-])O.[Na+].N, predict the reaction product. The product is: [CH2:1]([S:3][C:4]1[C:5]([C:10]2[N:14]([CH3:15])[C:13]3[CH:16]=[CH:17][C:18]([C:23]([F:28])([F:27])[C:22]([F:30])([F:29])[F:21])=[CH:19][C:12]=3[N:11]=2)=[N:6][CH:7]=[CH:8][CH:9]=1)[CH3:2]. (9) Given the reactants C(=O)([O-])[O-].[Na+].[Na+].Br[C:8]1[CH:29]=[CH:28][C:11]([C:12]([NH:14][S:15]([C:18]2[CH:23]=[CH:22][CH:21]=[CH:20][C:19]=2[S:24](=[O:27])(=[O:26])[NH2:25])(=[O:17])=[O:16])=[O:13])=[CH:10][C:9]=1[O:30][CH2:31][CH:32]([F:34])[F:33].[O:35]1[C:39]2[CH:40]=[CH:41][CH:42]=[CH:43][C:38]=2[CH:37]=[C:36]1B(O)O, predict the reaction product. The product is: [O:35]1[C:39]2[CH:40]=[CH:41][CH:42]=[CH:43][C:38]=2[CH:37]=[C:36]1[C:8]1[CH:29]=[CH:28][C:11]([C:12]([NH:14][S:15]([C:18]2[CH:23]=[CH:22][CH:21]=[CH:20][C:19]=2[S:24](=[O:26])(=[O:27])[NH2:25])(=[O:16])=[O:17])=[O:13])=[CH:10][C:9]=1[O:30][CH2:31][CH:32]([F:34])[F:33].